Predict the reaction yield, written as a fraction of the theoretical maximum amount of product (1.0 means a 100% yield; for example, 0.34 means a 34% yield). From a dataset of Reaction yield outcomes from USPTO patents with 853,638 reactions. (1) The reactants are [Cl:1][C:2]1[C:7]2[C:8](=[O:18])[N:9]([C:11]([O:13][C:14]([CH3:17])([CH3:16])[CH3:15])=[O:12])[CH2:10][C:6]=2[C:5]([F:19])=[C:4](Cl)[N:3]=1.[NH2:21][C@@H:22]1[CH2:27][CH2:26][CH2:25][CH2:24][C@@H:23]1[NH:28][C:29](=[O:35])[O:30][C:31]([CH3:34])([CH3:33])[CH3:32].CCN(C(C)C)C(C)C.O. The catalyst is CC(O)C.CS(C)=O. The product is [C:31]([O:30][C:29]([NH:28][C@H:23]1[CH2:24][CH2:25][CH2:26][CH2:27][C@H:22]1[NH:21][C:4]1[N:3]=[C:2]([Cl:1])[C:7]2[C:8](=[O:18])[N:9]([C:11]([O:13][C:14]([CH3:17])([CH3:16])[CH3:15])=[O:12])[CH2:10][C:6]=2[C:5]=1[F:19])=[O:35])([CH3:34])([CH3:32])[CH3:33]. The yield is 0.490. (2) The reactants are [CH3:1][C:2]1[N:3]([C:29]([O:31][CH2:32][CH:33]([CH3:35])[CH3:34])=[O:30])[C:4]2[C:5]([N:28]=1)=[N:6][CH:7]=[C:8]([C:10]1[CH:11]=[CH:12][C:13]3[O:19][CH2:18][CH2:17][N:16](C(OC(C)(C)C)=O)[CH2:15][C:14]=3[CH:27]=1)[CH:9]=2. The catalyst is CO.Cl.O1CCOCC1. The product is [CH3:1][C:2]1[N:3]([C:29]([O:31][CH2:32][CH:33]([CH3:35])[CH3:34])=[O:30])[C:4]2[C:5]([N:28]=1)=[N:6][CH:7]=[C:8]([C:10]1[CH:11]=[CH:12][C:13]3[O:19][CH2:18][CH2:17][NH:16][CH2:15][C:14]=3[CH:27]=1)[CH:9]=2. The yield is 0.910.